Predict the product of the given reaction. From a dataset of Forward reaction prediction with 1.9M reactions from USPTO patents (1976-2016). Given the reactants [CH:1]([OH:3])=[O:2].C(C1C=CC=CC=1N1CCN(CCC2C3(CCCCC3)CC(=O)O2)CC1)(C)C.CC1C=CC(S(O[CH2:43][CH2:44][CH:45]2[CH2:49][C:48]3([CH2:54][CH2:53][CH2:52][CH2:51][CH2:50]3)[C:47](=[O:55])[O:46]2)(=O)=O)=CC=1.CC1C=CC(S(OCCC2C3(CCCCC3)CC(=O)O2)(=O)=O)=CC=1.[C:80]1([CH3:92])[CH:85]=[CH:84][C:83]([N:86]2[CH2:91][CH2:90][NH:89][CH2:88][CH2:87]2)=[CH:82][CH:81]=1.C(C1C=CC=CC=1N1CCNCC1)(C)C, predict the reaction product. The product is: [CH:1]([OH:3])=[O:2].[C:80]1([CH3:92])[CH:81]=[CH:82][C:83]([N:86]2[CH2:87][CH2:88][N:89]([CH2:43][CH2:44][CH:45]3[CH2:49][C:48]4([CH2:50][CH2:51][CH2:52][CH2:53][CH2:54]4)[C:47](=[O:55])[O:46]3)[CH2:90][CH2:91]2)=[CH:84][CH:85]=1.